Dataset: TCR-epitope binding with 47,182 pairs between 192 epitopes and 23,139 TCRs. Task: Binary Classification. Given a T-cell receptor sequence (or CDR3 region) and an epitope sequence, predict whether binding occurs between them. (1) The epitope is PKYVKQNTLKLAT. The TCR CDR3 sequence is CASSLRGTGVYSNQPQHF. Result: 1 (the TCR binds to the epitope). (2) The epitope is RLDKVEAEV. The TCR CDR3 sequence is CASSQDGETPRDTQYF. Result: 0 (the TCR does not bind to the epitope).